Dataset: Forward reaction prediction with 1.9M reactions from USPTO patents (1976-2016). Task: Predict the product of the given reaction. Given the reactants [F:1][C:2]1[CH:7]=[CH:6][C:5]([O:8][C:9]2[CH:10]=[N:11][C:12]([N+:15]([O-])=O)=[CH:13][CH:14]=2)=[CH:4][C:3]=1[NH:18][C:19]([NH:21][C:22]1[N:26]([C:27]2[CH:28]=[C:29]3[C:34](=[CH:35][CH:36]=2)[N:33]=[CH:32][CH:31]=[CH:30]3)[N:25]=[C:24]([CH:37]([CH3:39])[CH3:38])[CH:23]=1)=[O:20], predict the reaction product. The product is: [NH2:15][C:12]1[N:11]=[CH:10][C:9]([O:8][C:5]2[CH:6]=[CH:7][C:2]([F:1])=[C:3]([NH:18][C:19]([NH:21][C:22]3[N:26]([C:27]4[CH:28]=[C:29]5[C:34](=[CH:35][CH:36]=4)[N:33]=[CH:32][CH:31]=[CH:30]5)[N:25]=[C:24]([CH:37]([CH3:38])[CH3:39])[CH:23]=3)=[O:20])[CH:4]=2)=[CH:14][CH:13]=1.